From a dataset of Full USPTO retrosynthesis dataset with 1.9M reactions from patents (1976-2016). Predict the reactants needed to synthesize the given product. (1) Given the product [CH3:10][O:11][C:12](=[O:23])/[C:13](/[C:48]1[CH:47]=[CH:46][C:45]([N:51]2[C:55]([CH3:56])=[N:54][N:53]=[N:52]2)=[C:44]([Cl:43])[CH:49]=1)=[CH:14]/[CH:15]1[CH2:21][CH2:20][CH2:19][CH2:18][CH2:17][CH2:16]1, predict the reactants needed to synthesize it. The reactants are: BrCCBr.C[Si](Cl)(C)C.[CH3:10][O:11][C:12](=[O:23])/[C:13](/I)=[CH:14]\[CH:15]1[CH2:21][CH2:20][CH2:19][CH2:18][CH2:17][CH2:16]1.C1(P(C2C=CC=CC=2)C2C=CC=CC=2)C=CC=CC=1.[Cl:43][C:44]1[CH:49]=[C:48](I)[CH:47]=[CH:46][C:45]=1[N:51]1[C:55]([CH3:56])=[N:54][N:53]=[N:52]1.[Cl-].[NH4+]. (2) Given the product [N+:25]([C:8]1[CH:9]=[C:10]([N:13]2[CH2:18][CH2:17][N:16]([C:19](=[O:24])[C:20]([F:23])([F:22])[F:21])[CH2:15][CH2:14]2)[CH:11]=[CH:12][C:7]=1[C:6]([OH:28])=[O:5])([O-:27])=[O:26], predict the reactants needed to synthesize it. The reactants are: C([O:5][C:6](=[O:28])[C:7]1[CH:12]=[CH:11][C:10]([N:13]2[CH2:18][CH2:17][N:16]([C:19](=[O:24])[C:20]([F:23])([F:22])[F:21])[CH2:15][CH2:14]2)=[CH:9][C:8]=1[N+:25]([O-:27])=[O:26])(C)(C)C. (3) Given the product [Cl:1][C:2]1[C:3]2[N:4]([CH:14]=[C:15]([C:16]([OH:18])=[O:17])[N:12]=2)[CH:5]=[C:6]([O:8][CH:9]([CH3:10])[CH3:11])[CH:7]=1, predict the reactants needed to synthesize it. The reactants are: [Cl:1][C:2]1[C:3]([NH2:12])=[N:4][CH:5]=[C:6]([O:8][CH:9]([CH3:11])[CH3:10])[CH:7]=1.Br[CH2:14][C:15](=O)[C:16]([O:18]CC)=[O:17].O.[OH-].[Na+]. (4) Given the product [CH:22]([C:2]1[CH:10]=[CH:9][C:5]([C:6]([OH:8])=[O:7])=[CH:4][C:3]=1[CH3:11])=[O:23], predict the reactants needed to synthesize it. The reactants are: Br[C:2]1[CH:10]=[CH:9][C:5]([C:6]([OH:8])=[O:7])=[CH:4][C:3]=1[CH3:11].[H-].[Na+].C([Li])(C)(C)C.CN([CH:22]=[O:23])C.